This data is from Forward reaction prediction with 1.9M reactions from USPTO patents (1976-2016). The task is: Predict the product of the given reaction. Given the reactants [Cl:1][C:2]1[C:14]([I:15])=[CH:13][C:5]2[C:6](=[O:12])[CH2:7][CH2:8][C:9](=[O:11])[NH:10][C:4]=2[CH:3]=1.[CH3:16][N:17]([CH:19](OC)OC)[CH3:18].CCOCC, predict the reaction product. The product is: [Cl:1][C:2]1[C:14]([I:15])=[CH:13][C:5]2[C:6](=[O:12])/[C:7](=[CH:16]\[N:17]([CH3:19])[CH3:18])/[CH2:8][C:9](=[O:11])[NH:10][C:4]=2[CH:3]=1.